Predict the reactants needed to synthesize the given product. From a dataset of Full USPTO retrosynthesis dataset with 1.9M reactions from patents (1976-2016). (1) The reactants are: [CH3:1][C:2]([C:6]1[CH:7]=[C:8]([C:16]2[CH:21]=[CH:20][CH:19]=[C:18]([CH:22]=O)[CH:17]=2)[CH:9]=[C:10]([N+:13]([O-:15])=[O:14])[C:11]=1[OH:12])([CH3:5])[CH2:3][CH3:4].[S:24]1[CH2:30][C:28](=[O:29])[NH:27][C:25]1=[S:26].NC1C=CC=CC=1. Given the product [CH3:5][C:2]([C:6]1[CH:7]=[C:8]([C:16]2[CH:21]=[CH:20][CH:19]=[C:18]([CH:22]=[C:30]3[S:24][C:25](=[S:26])[NH:27][C:28]3=[O:29])[CH:17]=2)[CH:9]=[C:10]([N+:13]([O-:15])=[O:14])[C:11]=1[OH:12])([CH3:1])[CH2:3][CH3:4], predict the reactants needed to synthesize it. (2) Given the product [Cl:46][CH2:32][C:30]1[N:31]=[C:27]([C:24]2[CH:25]=[CH:26][C:21]([O:20][CH3:19])=[CH:22][CH:23]=2)[S:28][CH:29]=1, predict the reactants needed to synthesize it. The reactants are: C(OC(=O)C(OCC)CC1C=CC(O)=CC=1C)C.[CH3:19][O:20][C:21]1[CH:26]=[CH:25][C:24]([C:27]2[S:28][CH:29]=[C:30]([CH2:32]CO)[N:31]=2)=[CH:23][CH:22]=1.COC1C=CC(C(N)=S)=CC=1.[Cl:46]CC(CCl)=O. (3) The reactants are: N[C@@H:2]([CH3:5])[CH2:3][OH:4].[F:6][C@H:7]1[C@@H:12]([NH2:13])[CH2:11][CH2:10][O:9][CH2:8]1.Cl.FC1C=[C:18]([C@@H:24]([C:26]2C=N[N:29]([CH3:31])[CH:30]=2)N)[CH:19]=[CH:20]C=1OC.Cl.[NH2:33][C@@H:34]([C:37]1[CH:42]=[CH:41][C:40]([Cl:43])=[C:39]([F:44])[CH:38]=1)[CH2:35][OH:36]. Given the product [Cl:43][C:40]1[CH:41]=[CH:42][C:37]([C@H:34]([NH:33][C:3]([C:2]2[CH:5]=[C:24]3[C:18](=[CH:19][CH:20]=2)[CH:31]=[N:29][C:30]([NH:13][C@H:12]2[CH2:11][CH2:10][O:9][CH2:8][C@H:7]2[F:6])=[CH:26]3)=[O:4])[CH2:35][OH:36])=[CH:38][C:39]=1[F:44], predict the reactants needed to synthesize it. (4) Given the product [Cl:1][C:2]1[CH:10]=[C:9]([Cl:11])[CH:8]=[C:7]([Cl:12])[C:3]=1[C:4]([Cl:15])=[O:5], predict the reactants needed to synthesize it. The reactants are: [Cl:1][C:2]1[CH:10]=[C:9]([Cl:11])[CH:8]=[C:7]([Cl:12])[C:3]=1[C:4](O)=[O:5].O=S(Cl)[Cl:15].